From a dataset of Reaction yield outcomes from USPTO patents with 853,638 reactions. Predict the reaction yield, written as a fraction of the theoretical maximum amount of product (1.0 means a 100% yield; for example, 0.34 means a 34% yield). (1) The reactants are [N+](C1C=CC(CCN)=CC=1)([O-])=O.[NH2:13][C:14]1[CH:19]=[CH:18][C:17]([CH2:20][CH2:21][NH:22][C:23]2[CH:28]=[C:27]([C:29]3[CH:34]=[CH:33][CH:32]=[C:31]([O:35][CH3:36])[CH:30]=3)[N:26]=[C:25]([O:37][CH3:38])[N:24]=2)=[CH:16][CH:15]=1.[ClH:39]. The catalyst is CCO.CCOCC. The product is [ClH:39].[NH2:13][C:14]1[CH:19]=[CH:18][C:17]([CH2:20][CH2:21][NH:22][C:23]2[CH:28]=[C:27]([C:29]3[CH:34]=[CH:33][CH:32]=[C:31]([O:35][CH3:36])[CH:30]=3)[N:26]=[C:25]([O:37][CH3:38])[N:24]=2)=[CH:16][CH:15]=1. The yield is 0.680. (2) The reactants are C(N1C=CN=C1)(N1C=CN=C1)=O.[NH2:13][C:14]1[C:22]([Br:23])=[CH:21][CH:20]=[CH:19][C:15]=1[C:16]([OH:18])=O.[CH3:24][O:25][CH2:26][CH2:27][NH2:28]. The catalyst is C1COCC1. The product is [NH2:13][C:14]1[C:22]([Br:23])=[CH:21][CH:20]=[CH:19][C:15]=1[C:16]([NH:28][CH2:27][CH2:26][O:25][CH3:24])=[O:18]. The yield is 0.960. (3) The reactants are [F:1][C:2]([F:15])([F:14])[CH2:3][O:4][C:5]1[CH:10]=[CH:9][N:8]=[C:7]([C:11](=O)[CH3:12])[CH:6]=1.[CH3:16][C:17]([S@:20]([NH2:22])=[O:21])([CH3:19])[CH3:18]. No catalyst specified. The product is [CH3:16][C:17]([S@:20]([NH:22][CH:11]([C:7]1[CH:6]=[C:5]([O:4][CH2:3][C:2]([F:15])([F:14])[F:1])[CH:10]=[CH:9][N:8]=1)[CH3:12])=[O:21])([CH3:19])[CH3:18]. The yield is 0.350. (4) The reactants are Cl.[CH3:2][O:3][C:4]1[CH:9]=[CH:8][CH:7]=[CH:6][C:5]=1[NH:10][NH2:11].C(=O)([O-])[O-].[K+].[K+].C([O:20][CH:21]=[C:22]([C:28](OCC)=O)[C:23]([O:25][CH2:26][CH3:27])=[O:24])C. The catalyst is O. The product is [CH3:2][O:3][C:4]1[CH:9]=[CH:8][CH:7]=[CH:6][C:5]=1[N:10]1[C:21](=[O:20])[C:22]([C:23]([O:25][CH2:26][CH3:27])=[O:24])=[CH:28][NH:11]1. The yield is 0.780. (5) The catalyst is COCCOC.Cl[Pd](Cl)([P](C1C=CC=CC=1)(C1C=CC=CC=1)C1C=CC=CC=1)[P](C1C=CC=CC=1)(C1C=CC=CC=1)C1C=CC=CC=1.O.C(Cl)Cl.CCOC(C)=O. The reactants are [Cl:1][C:2]1[N:3]=[CH:4][C:5]2[N:10]([CH3:11])[CH:9]=[C:8](I)[C:6]=2[N:7]=1.[CH:13]1([C:18]([N:20]2[CH2:25][CH2:24][C:23](B3OC(C)(C)C(C)(C)O3)=[CH:22][CH2:21]2)=[O:19])[CH2:17][CH2:16][CH2:15][CH2:14]1.C([O-])([O-])=O.[K+].[K+]. The yield is 0.340. The product is [Cl:1][C:2]1[N:3]=[CH:4][C:5]2[N:10]([CH3:11])[CH:9]=[C:8]([C:23]3[CH2:24][CH2:25][N:20]([C:18]([CH:13]4[CH2:14][CH2:15][CH2:16][CH2:17]4)=[O:19])[CH2:21][CH:22]=3)[C:6]=2[N:7]=1. (6) The reactants are [NH:1]1[CH2:7][CH2:6][CH2:5][C:4](=[O:8])[C:3]2[CH:9]=[CH:10][CH:11]=[CH:12][C:2]1=2.[C:13](Cl)(=[O:20])[C:14]1[CH:19]=[CH:18][CH:17]=[CH:16][CH:15]=1. The catalyst is ClCCl.C(N(CC)CC)C.CCOC(C)=O. The product is [C:13]([N:1]1[CH2:7][CH2:6][CH2:5][C:4](=[O:8])[C:3]2[CH:9]=[CH:10][CH:11]=[CH:12][C:2]1=2)(=[O:20])[C:14]1[CH:19]=[CH:18][CH:17]=[CH:16][CH:15]=1. The yield is 0.560. (7) The product is [CH:9]1([C:4]2[CH:5]=[C:6]([N:21]3[CH2:26][CH2:25][NH:24][CH2:23][CH2:22]3)[N:7]=[C:2]([NH2:1])[N:3]=2)[CH2:13][CH2:12][CH2:11][CH2:10]1. The catalyst is CCO. The yield is 0.110. The reactants are [NH2:1][C:2]1[N:7]=[C:6](Cl)[CH:5]=[C:4]([CH:9]2[CH2:13][CH2:12][CH2:11][CH2:10]2)[N:3]=1.C([N:21]1[CH2:26][CH2:25][NH:24][CH2:23][CH2:22]1)(OC(C)(C)C)=O.CCN(CC)CC.